This data is from Full USPTO retrosynthesis dataset with 1.9M reactions from patents (1976-2016). The task is: Predict the reactants needed to synthesize the given product. (1) Given the product [CH2:1]([S:2][C:3]1[C:4]([C:8]2[CH:9]=[N:10][CH:11]=[CH:12][CH:13]=2)=[N:5][NH:6][CH:7]=1)[CH3:14], predict the reactants needed to synthesize it. The reactants are: [CH3:1][S:2][C:3]1[C:4]([C:8]2[CH:9]=[N:10][CH:11]=[CH:12][CH:13]=2)=[N:5][NH:6][CH:7]=1.[CH2:14](SSCC)C.BrC1C(C2C=NC=CC=2)=NNC=1. (2) Given the product [C:44]1([C:62]2[CH:67]=[CH:66][CH:65]=[CH:64][CH:63]=2)[CH:45]=[CH:46][C:47]([NH:50][C:51](=[O:61])[CH2:52][C:53]([N:54]2[CH2:55][CH2:56][N:57]([C:23](=[O:25])[C:22]3[CH:26]=[C:27]([F:30])[CH:28]=[CH:29][C:21]=3[F:20])[CH2:58][CH2:59]2)=[O:60])=[CH:48][CH:49]=1, predict the reactants needed to synthesize it. The reactants are: C1C=CC2N(O)N=NC=2C=1.CCN(C(C)C)C(C)C.[F:20][C:21]1[CH:29]=[CH:28][C:27]([F:30])=[CH:26][C:22]=1[C:23]([OH:25])=O.CCN=C=NCCCN(C)C.Cl.Cl.[C:44]1([C:62]2[CH:67]=[CH:66][CH:65]=[CH:64][CH:63]=2)[CH:49]=[CH:48][C:47]([NH:50][C:51](=[O:61])[CH2:52][C:53](=[O:60])[N:54]2[CH2:59][CH2:58][NH:57][CH2:56][CH2:55]2)=[CH:46][CH:45]=1. (3) Given the product [CH3:1][O:2][C:3]1[CH:4]=[N:5][C:6]2[C:11]([C:12]=1[CH2:13][OH:14])=[CH:10][CH:9]=[CH:8][N:7]=2, predict the reactants needed to synthesize it. The reactants are: [CH3:1][O:2][C:3]1[CH:4]=[N:5][C:6]2[C:11]([C:12]=1[CH:13]=[O:14])=[CH:10][CH:9]=[CH:8][N:7]=2.CCO.[BH4-].[Na+].